This data is from Full USPTO retrosynthesis dataset with 1.9M reactions from patents (1976-2016). The task is: Predict the reactants needed to synthesize the given product. Given the product [CH3:1][C:2]1[N:3]([CH2:20][C:21]2[CH:22]=[CH:23][C:24]([C:25]([NH:27][C:28]3[CH:33]=[CH:32][CH:31]=[CH:30][N:29]=3)=[O:26])=[CH:34][CH:35]=2)[CH:4]=[N:5][C:6]=1[C:7]([O:9][CH2:10][CH3:11])=[O:8], predict the reactants needed to synthesize it. The reactants are: [CH3:1][C:2]1[N:3]=[CH:4][NH:5][C:6]=1[C:7]([O:9][CH2:10][CH3:11])=[O:8].O1C=NN=C1C1C=CC=CC=1O[CH2:20][C:21]1[CH:35]=[CH:34][C:24]([C:25]([NH:27][C:28]2[CH:33]=[CH:32][CH:31]=[CH:30][N:29]=2)=[O:26])=[CH:23][CH:22]=1.